Predict which catalyst facilitates the given reaction. From a dataset of Catalyst prediction with 721,799 reactions and 888 catalyst types from USPTO. (1) Reactant: [C:1]([NH:4][C:5]1[S:6][CH:7]=[C:8]([CH2:10][CH2:11][C:12]2[CH:21]=[CH:20][C:15]([C:16](OC)=[O:17])=[CH:14][CH:13]=2)[N:9]=1)(=[O:3])[CH3:2].[H-].C([Al+]CC(C)C)C(C)C. Product: [OH:17][CH2:16][C:15]1[CH:20]=[CH:21][C:12]([CH2:11][CH2:10][C:8]2[N:9]=[C:5]([NH:4][C:1](=[O:3])[CH3:2])[S:6][CH:7]=2)=[CH:13][CH:14]=1. The catalyst class is: 207. (2) Reactant: [N:1]1([C:7]2[CH:14]=[CH:13][C:10]([C:11]#[N:12])=[CH:9][CH:8]=2)[CH2:6][CH2:5][NH:4][CH2:3][CH2:2]1.[OH-].[Na+].[O:17](C(OC(C)(C)C)=O)[C:18]([O:20][C:21]([CH3:24])([CH3:23])[CH3:22])=O. Product: [C:11]([C:10]1[CH:9]=[CH:8][C:7]([N:1]2[CH2:6][CH2:5][N:4]([C:18]([O:20][C:21]([CH3:24])([CH3:23])[CH3:22])=[O:17])[CH2:3][CH2:2]2)=[CH:14][CH:13]=1)#[N:12]. The catalyst class is: 38. (3) Reactant: [CH3:1][O:2][C:3]1[CH:4]=[CH:5][C:6]2[S:12][CH2:11][CH2:10][NH:9][C:8](=O)[C:7]=2[N:14]=1.C1COCC1.[H-].[Al+3].[Li+].[H-].[H-].[H-]. Product: [CH3:1][O:2][C:3]1[CH:4]=[CH:5][C:6]2[S:12][CH2:11][CH2:10][NH:9][CH2:8][C:7]=2[N:14]=1. The catalyst class is: 6.